From a dataset of Full USPTO retrosynthesis dataset with 1.9M reactions from patents (1976-2016). Predict the reactants needed to synthesize the given product. (1) Given the product [CH3:1][O:2][C:3]1[CH:8]=[CH:7][C:6]([N:9]([C:28]2[C:27]3[C:32](=[CH:23][CH:24]=[CH:25][CH:26]=3)[CH:31]=[CH:30][CH:29]=2)[CH:44]=[O:45])=[CH:5][C:4]=1[O:10][CH2:11][C:12]1[C:19]2[C:20](=[CH:15][CH:16]=[CH:17][CH:18]=2)[CH:21]=[CH:22][CH:13]=1, predict the reactants needed to synthesize it. The reactants are: [CH3:1][O:2][C:3]1[CH:8]=[CH:7][C:6]([NH2:9])=[CH:5][C:4]=1[O:10][CH2:11][CH2:12][C:13]1[CH:22]=[CH:21][C:20]2[C:15](=[CH:16][CH:17]=[CH:18][CH:19]=2)C=1.[C:23]1(C(Cl)=O)[C:32]2[C:27](=[CH:28][CH:29]=[CH:30][CH:31]=2)[CH:26]=[CH:25][CH:24]=1.C(N(CC)CC)C.C[C:44](N(C)C)=[O:45]. (2) Given the product [CH3:7][O:6][Si:3]([CH2:2][NH:10][C:9]([N:12]1[CH2:16][CH2:15][CH2:14][C:13]1=[O:17])=[O:8])([CH3:5])[CH3:4], predict the reactants needed to synthesize it. The reactants are: Cl[CH2:2][Si:3]([O:6][CH3:7])([CH3:5])[CH3:4].[O-:8][C:9]#[N:10].[K+].[NH:12]1[CH2:16][CH2:15][CH2:14][C:13]1=[O:17]. (3) Given the product [N:6]1[CH:7]=[CH:8][C:3]([C:14]2[CH:15]=[CH:16][C:11]([C:9]#[N:10])=[CH:12][CH:13]=2)=[CH:4][CH:5]=1, predict the reactants needed to synthesize it. The reactants are: Cl.Br[C:3]1[CH:8]=[CH:7][N:6]=[CH:5][CH:4]=1.[C:9]([C:11]1[CH:16]=[CH:15][C:14](B(O)O)=[CH:13][CH:12]=1)#[N:10]. (4) Given the product [O:1]1[C:2]2([CH2:7][CH2:6][CH:5]([C:8]#[N:9])[CH2:4][CH2:3]2)[CH2:10]1, predict the reactants needed to synthesize it. The reactants are: [O:1]=[C:2]1[CH2:7][CH2:6][CH:5]([C:8]#[N:9])[CH2:4][CH2:3]1.[CH3:10]C(C)([O-])C.[K+].[I-].C[S+](C)(C)=O. (5) Given the product [C:1]([NH:18][C@H:19]([C:24]([F:35])=[O:26])[CH2:20][CH:21]([CH3:23])[CH3:22])([O:3][CH2:4][CH:5]1[C:17]2[C:12](=[CH:13][CH:14]=[CH:15][CH:16]=2)[C:11]2[C:6]1=[CH:7][CH:8]=[CH:9][CH:10]=2)=[O:2], predict the reactants needed to synthesize it. The reactants are: [C:1]([NH:18][C@H:19]([C:24]([OH:26])=O)[CH2:20][CH:21]([CH3:23])[CH3:22])([O:3][CH2:4][CH:5]1[C:17]2[C:12](=[CH:13][CH:14]=[CH:15][CH:16]=2)[C:11]2[C:6]1=[CH:7][CH:8]=[CH:9][CH:10]=2)=[O:2].N1C=CC=CC=1.N1C(F)=NC(F)=NC=1[F:35]. (6) Given the product [OH:32][N:31]=[C:8]([CH:6]1[CH2:7][N:2]([CH3:1])[C:3](=[O:29])[CH2:4][CH2:5]1)[CH2:9][C@H:10]([C:18]1[CH:19]=[CH:20][C:21]([S:24]([CH3:27])(=[O:25])=[O:26])=[CH:22][CH:23]=1)[C:11]1[CH:16]=[CH:15][CH:14]=[CH:13][C:12]=1[CH3:17], predict the reactants needed to synthesize it. The reactants are: [CH3:1][N:2]1[CH2:7][CH:6]([C:8](=O)[CH2:9][C@H:10]([C:18]2[CH:23]=[CH:22][C:21]([S:24]([CH3:27])(=[O:26])=[O:25])=[CH:20][CH:19]=2)[C:11]2[CH:16]=[CH:15][CH:14]=[CH:13][C:12]=2[CH3:17])[CH2:5][CH2:4][C:3]1=[O:29].Cl.[NH2:31][OH:32].C(=O)(O)[O-].[Na+].C(O)C.